This data is from Reaction yield outcomes from USPTO patents with 853,638 reactions. The task is: Predict the reaction yield, written as a fraction of the theoretical maximum amount of product (1.0 means a 100% yield; for example, 0.34 means a 34% yield). (1) The reactants are [NH2:1][C:2]1[CH:7]=[CH:6][C:5]([C:8]2[CH:13]=[CH:12][C:11]([C:14]([C@@H:16]3[CH2:20][CH2:19][CH2:18][C@H:17]3[C:21]([O:23]C)=[O:22])=[O:15])=[CH:10][CH:9]=2)=[CH:4][C:3]=1[F:25].[CH3:26][C:27]1[CH:39]=[CH:38][C:30]2[N:31]=[C:32](S(C)(=O)=O)[O:33][C:29]=2[CH:28]=1.[OH-].[Na+]. The catalyst is ClC(Cl)C. The product is [F:25][C:3]1[CH:4]=[C:5]([C:8]2[CH:9]=[CH:10][C:11]([C:14]([C@@H:16]3[CH2:20][CH2:19][CH2:18][C@H:17]3[C:21]([OH:23])=[O:22])=[O:15])=[CH:12][CH:13]=2)[CH:6]=[CH:7][C:2]=1[NH:1][C:32]1[O:33][C:29]2[CH:28]=[C:27]([CH3:26])[CH:39]=[CH:38][C:30]=2[N:31]=1. The yield is 0.150. (2) The reactants are [NH:1]1[CH2:5][CH2:4][CH2:3][CH2:2]1.[C:6]1([C:12]([C:20]2[CH:25]=[CH:24][CH:23]=[CH:22][CH:21]=2)([C:14]2[CH:19]=[CH:18][CH:17]=[CH:16][CH:15]=2)Cl)[CH:11]=[CH:10][CH:9]=[CH:8][CH:7]=1.C(=O)([O-])[O-].[K+].[K+].C(=O)([O-])O.[Na+]. The catalyst is C(OCC)(=O)C.C(#N)C. The product is [C:6]1([C:12]([C:14]2[CH:15]=[CH:16][CH:17]=[CH:18][CH:19]=2)([C:20]2[CH:21]=[CH:22][CH:23]=[CH:24][CH:25]=2)[N:1]2[CH2:5][CH2:4][CH2:3][CH2:2]2)[CH:7]=[CH:8][CH:9]=[CH:10][CH:11]=1. The yield is 0.800. (3) The reactants are C(O[CH:4]=[C:5]([C:8]#[N:9])[C:6]#[N:7])C.[NH:10]([CH2:12][CH2:13][OH:14])[NH2:11]. The catalyst is C(O)C. The product is [NH2:9][C:8]1[N:10]([CH2:12][CH2:13][OH:14])[N:11]=[CH:4][C:5]=1[C:6]#[N:7]. The yield is 0.630. (4) The reactants are [F:1][C:2]1[C:3]([NH:17][C:18]2[CH:29]=[CH:28][CH:27]=[CH:26][C:19]=2[C:20]([NH:22][CH:23]([CH3:25])[CH3:24])=[O:21])=[N:4][C:5]([NH:8][C:9]2[CH:14]=[CH:13][C:12]([CH2:15][OH:16])=[CH:11][CH:10]=2)=[N:6][CH:7]=1. The catalyst is O=[Mn]=O.O1CCOCC1. The product is [F:1][C:2]1[C:3]([NH:17][C:18]2[CH:29]=[CH:28][CH:27]=[CH:26][C:19]=2[C:20]([NH:22][CH:23]([CH3:25])[CH3:24])=[O:21])=[N:4][C:5]([NH:8][C:9]2[CH:10]=[CH:11][C:12]([CH:15]=[O:16])=[CH:13][CH:14]=2)=[N:6][CH:7]=1. The yield is 0.480. (5) The reactants are [O:1]1CCC[CH2:2]1.Br[C:7]1[CH:21]=[CH:20][C:10]([CH2:11][O:12][C:13]2[CH:18]=[CH:17][C:16]([CH3:19])=[CH:15][N:14]=2)=[CH:9][CH:8]=1.C([Li])CCC.CN(C)C=O. The catalyst is O. The product is [CH3:19][C:16]1[CH:17]=[CH:18][C:13]([O:12][CH2:11][C:10]2[CH:20]=[CH:21][C:7]([CH:2]=[O:1])=[CH:8][CH:9]=2)=[N:14][CH:15]=1. The yield is 0.665. (6) The catalyst is CO. The reactants are [CH3:1][C:2]1[O:6][N:5]=[C:4]([CH2:7][N:8]2[C:16]3[C:11](=[CH:12][CH:13]=[CH:14][CH:15]=3)[C:10]([C:17]([O:19]C)=[O:18])=[N:9]2)[CH:3]=1.[OH-].[Na+]. The yield is 0.950. The product is [CH3:1][C:2]1[O:6][N:5]=[C:4]([CH2:7][N:8]2[C:16]3[C:11](=[CH:12][CH:13]=[CH:14][CH:15]=3)[C:10]([C:17]([OH:19])=[O:18])=[N:9]2)[CH:3]=1.